From a dataset of Catalyst prediction with 721,799 reactions and 888 catalyst types from USPTO. Predict which catalyst facilitates the given reaction. (1) Reactant: [N+:1]([C:4]1[CH:5]=[C:6]([NH:10][C:11]([CH:13]2[CH2:16][N:15]([C:17]([O:19][C:20]([CH3:23])([CH3:22])[CH3:21])=[O:18])[CH2:14]2)=[O:12])[CH:7]=[CH:8][CH:9]=1)([O-])=O.C([O-])=O.[NH4+]. Product: [NH2:1][C:4]1[CH:5]=[C:6]([NH:10][C:11]([CH:13]2[CH2:14][N:15]([C:17]([O:19][C:20]([CH3:23])([CH3:22])[CH3:21])=[O:18])[CH2:16]2)=[O:12])[CH:7]=[CH:8][CH:9]=1. The catalyst class is: 19. (2) Reactant: [NH2:1][C:2]1[CH:17]=[CH:16][C:5]([C:6]([NH:8][CH2:9][CH2:10][N:11]([CH2:14][CH3:15])[CH2:12][CH3:13])=[O:7])=[C:4]([O:18][CH3:19])[CH:3]=1.[Cl:20][C:21]1[CH:22]=[C:23]([N:27]=[C:28]=[O:29])[CH:24]=[CH:25][CH:26]=1.C(O)C(N)(CO)CO.CO. Product: [Cl:20][C:21]1[CH:22]=[C:23]([NH:27][C:28](=[O:29])[NH:1][C:2]2[CH:17]=[CH:16][C:5]([C:6]([NH:8][CH2:9][CH2:10][N:11]([CH2:12][CH3:13])[CH2:14][CH3:15])=[O:7])=[C:4]([O:18][CH3:19])[CH:3]=2)[CH:24]=[CH:25][CH:26]=1. The catalyst class is: 4. (3) Product: [F:43][C:23]([F:22])([C:30]1[CH:31]=[CH:32][C:33]([C:36]2[CH:41]=[CH:40][C:39]([F:42])=[CH:38][N:37]=2)=[CH:34][CH:35]=1)[C:24]([C:11]1[N:12]([S:14]([N:17]([CH3:19])[CH3:18])(=[O:16])=[O:15])[CH:13]=[C:9]([CH2:8][C:7]([CH3:21])([CH3:20])[CH3:6])[N:10]=1)=[O:25]. The catalyst class is: 7. Reactant: C([Li])CCC.[CH3:6][C:7]([CH3:21])([CH3:20])[CH2:8][C:9]1[N:10]=[CH:11][N:12]([S:14]([N:17]([CH3:19])[CH3:18])(=[O:16])=[O:15])[CH:13]=1.[F:22][C:23]([F:43])([C:30]1[CH:35]=[CH:34][C:33]([C:36]2[CH:41]=[CH:40][C:39]([F:42])=[CH:38][N:37]=2)=[CH:32][CH:31]=1)[C:24](N(OC)C)=[O:25]. (4) Reactant: C[O:2][C:3]([C:5]1[C:9]([N:10]([S:18]([C:21]2[CH:26]=[CH:25][C:24]([O:27][CH3:28])=[CH:23][CH:22]=2)(=[O:20])=[O:19])[CH2:11][C:12]2[CH:13]=[N:14][CH:15]=[CH:16][CH:17]=2)=[C:8]([Br:29])[S:7][CH:6]=1)=[O:4].O.[OH-].[Li+]. Product: [Br:29][C:8]1[S:7][CH:6]=[C:5]([C:3]([OH:4])=[O:2])[C:9]=1[N:10]([S:18]([C:21]1[CH:22]=[CH:23][C:24]([O:27][CH3:28])=[CH:25][CH:26]=1)(=[O:19])=[O:20])[CH2:11][C:12]1[CH:13]=[N:14][CH:15]=[CH:16][CH:17]=1. The catalyst class is: 36. (5) Reactant: [Br:1][C:2]1[CH:14]=[CH:13][C:12]2[C:11]3[C:6](=[CH:7][C:8]([Br:15])=[CH:9][CH:10]=3)[CH2:5][C:4]=2[CH:3]=1.[C:16]([O:20][CH3:21])(=[O:19])[CH:17]=[CH2:18].[OH-:22].[Na+]. Product: [Br:1][C:2]1[CH:14]=[CH:13][C:12]2[C:11]3[C:6](=[CH:7][C:8]([Br:15])=[CH:9][CH:10]=3)[C:5]([CH2:18][CH2:17][C:16]([O:20][CH3:21])=[O:22])([CH2:18][CH2:17][C:16]([O:20][CH3:21])=[O:19])[C:4]=2[CH:3]=1. The catalyst class is: 11. (6) Reactant: [C:1](=[O:4])([O-])[O-:2].[K+].[K+].[Cl:7][C:8]1[C:16]([Cl:17])=[C:15]2[C:11]([CH2:12][CH:13]([CH:19]([CH3:21])[CH3:20])[C:14]2=O)=[CH:10][C:9]=1O.BrC[C:25]1[CH:32]=[CH:31][C:28]([C:29]#[N:30])=[CH:27][CH:26]=1. Product: [Cl:7][C:8]1[C:16]([Cl:17])=[C:15]2[C:11]([CH2:12][CH:13]([CH:19]([CH3:21])[CH3:20])[CH2:14]2)=[CH:10][C:9]=1[O:2][C:1]([C:25]1[CH:32]=[CH:31][C:28]([C:29]#[N:30])=[CH:27][CH:26]=1)=[O:4]. The catalyst class is: 21. (7) Reactant: [C:1]1([C:6]2[O:7][C:8]3[C:9](=[C:11]([C:23]#[N:24])[C:12]([CH3:22])=[C:13]([C:16]4[CH:21]=[CH:20][CH:19]=[CH:18][CH:17]=4)[C:14]=3F)[N:10]=2)[CH2:5][CH2:4][CH2:3][CH:2]=1.C(N(CC)CC)C.[CH3:32][N:33]([CH3:39])[C@H:34]1[CH2:38][CH2:37][NH:36][CH2:35]1. Product: [C:1]1([C:6]2[O:7][C:8]3[C:9](=[C:11]([C:23]#[N:24])[C:12]([CH3:22])=[C:13]([C:16]4[CH:21]=[CH:20][CH:19]=[CH:18][CH:17]=4)[C:14]=3[N:36]3[CH2:37][CH2:38][C@H:34]([N:33]([CH3:39])[CH3:32])[CH2:35]3)[N:10]=2)[CH2:5][CH2:4][CH2:3][CH:2]=1. The catalyst class is: 16. (8) Reactant: [NH2:1][C:2]1[N:7]=[C:6](C)[N:5]=[C:4]([C:9]2[CH:16]=[CH:15][C:12]([CH:13]=[O:14])=[CH:11][CH:10]=2)[C:3]=1[C:17]1[CH:22]=[CH:21][CH:20]=[CH:19][CH:18]=1.Cl[CH2:24][CH:25]=O. Product: [C:17]1([C:3]2[C:2]3[N:7]([CH:24]=[CH:25][N:1]=3)[CH:6]=[N:5][C:4]=2[C:9]2[CH:16]=[CH:15][C:12]([CH:13]=[O:14])=[CH:11][CH:10]=2)[CH:22]=[CH:21][CH:20]=[CH:19][CH:18]=1. The catalyst class is: 14.